Dataset: Catalyst prediction with 721,799 reactions and 888 catalyst types from USPTO. Task: Predict which catalyst facilitates the given reaction. (1) Reactant: [CH2:1]([N:3]1[CH2:8][CH2:7][N:6]([C:9]2[C:18]3[C:13](=[CH:14][CH:15]=[CH:16][CH:17]=3)[CH:12]=[C:11]([C:19]3[S:23][C:22]([CH:24]=[O:25])=[N:21][CH:20]=3)[N:10]=2)[CH2:5][CH2:4]1)[CH3:2].[CH2:26]([Mg]Br)[CH3:27].O1CCCC1.[Cl-:35].[NH4+]. Product: [ClH:35].[ClH:35].[CH2:1]([N:3]1[CH2:8][CH2:7][N:6]([C:9]2[C:18]3[C:13](=[CH:14][CH:15]=[CH:16][CH:17]=3)[CH:12]=[C:11]([C:19]3[S:23][C:22]([CH:24]([OH:25])[CH2:26][CH3:27])=[N:21][CH:20]=3)[N:10]=2)[CH2:5][CH2:4]1)[CH3:2]. The catalyst class is: 7. (2) Product: [Br:1][C:2]1[C:3]([CH3:13])=[CH:4][C:5]([O:11][CH3:12])=[C:6]([CH:10]=1)[NH2:22]. The catalyst class is: 72. Reactant: [Br:1][C:2]1[C:3]([CH3:13])=[CH:4][C:5]([O:11][CH3:12])=[C:6]([CH:10]=1)C(N)=O.C[O-].[Na+].BrBr.[OH-].[K+].C[NH:22]C(=O)[O-]. (3) The catalyst class is: 1. Product: [OH:52][CH:53]1[CH2:58][CH2:57][N:56]([C:16]([C:14]2[S:15][C:11]([C:7]3[S:6][C:5]([NH:4][C:1](=[O:3])[CH3:2])=[N:9][C:8]=3[CH3:10])=[CH:12][CH:13]=2)=[O:18])[CH2:55][CH2:54]1. Reactant: [C:1]([NH:4][C:5]1[S:6][C:7]([C:11]2[S:15][C:14]([C:16]([OH:18])=O)=[CH:13][CH:12]=2)=[C:8]([CH3:10])[N:9]=1)(=[O:3])[CH3:2].C1CN([P+](ON2N=NC3C=CC=CC2=3)(N2CCCC2)N2CCCC2)CC1.F[P-](F)(F)(F)(F)F.[OH:52][CH:53]1[CH2:58][CH2:57][NH:56][CH2:55][CH2:54]1.CCN(C(C)C)C(C)C.